This data is from Reaction yield outcomes from USPTO patents with 853,638 reactions. The task is: Predict the reaction yield, written as a fraction of the theoretical maximum amount of product (1.0 means a 100% yield; for example, 0.34 means a 34% yield). (1) The product is [CH3:66][O:65][C:60]1[CH:61]=[CH:62][CH:63]=[CH:64][C:59]=1[C:58]1[C:52]2[C:53](=[N:54][CH:55]=[C:50]([C:48]3[CH:47]=[CH:46][C:45]([O:41][CH2:40][CH2:39][N:34]4[CH2:38][CH2:37][CH2:36][CH2:35]4)=[C:44]([O:43][CH3:42])[CH:49]=3)[CH:51]=2)[NH:56][CH:57]=1. The reactants are C1(P(C2C=CC=CC=2)C2C=CC=CC=2)C=CC=CC=1.N(C(OC(C)C)=O)=NC(OC(C)C)=O.[N:34]1([CH2:39][CH2:40][OH:41])[CH2:38][CH2:37][CH2:36][CH2:35]1.[CH3:42][O:43][C:44]1[CH:49]=[C:48]([C:50]2[CH:51]=[C:52]3[C:58]([C:59]4[CH:64]=[CH:63][CH:62]=[CH:61][C:60]=4[O:65][CH3:66])=[CH:57][NH:56][C:53]3=[N:54][CH:55]=2)[CH:47]=[CH:46][C:45]=1O. The yield is 0.0800. The catalyst is C(Cl)Cl. (2) The reactants are [CH3:1][C:2]1[N:7]=[C:6]([SH:8])[N:5]=[C:4]([OH:9])[CH:3]=1.C(=O)([O-])[O-].[K+].[K+].Br[CH2:17][C:18]1[CH:27]=[N:26][C:25]2[C:20](=[CH:21][CH:22]=[CH:23][CH:24]=2)[N:19]=1. The catalyst is CN(C=O)C. The product is [CH3:1][C:2]1[N:7]=[C:6]([S:8][CH2:17][C:18]2[CH:27]=[N:26][C:25]3[C:20](=[CH:21][CH:22]=[CH:23][CH:24]=3)[N:19]=2)[N:5]=[C:4]([OH:9])[CH:3]=1. The yield is 0.570. (3) The reactants are C(OC([N:8]1[CH2:22][C:11]2=[C:12]3[N:17]([N:18]=[C:10]2[CH2:9]1)[C:16]([CH3:19])=[C:15]([F:20])[C:14]([CH3:21])=[N:13]3)=O)(C)(C)C.[ClH:23]. The catalyst is C(Cl)Cl. The product is [ClH:23].[F:20][C:15]1[C:14]([CH3:21])=[N:13][C:12]2[N:17]([N:18]=[C:10]3[CH2:9][NH:8][CH2:22][C:11]3=2)[C:16]=1[CH3:19]. The yield is 0.800. (4) The reactants are [C:1]([C:5]1[CH:9]=[C:8]([NH2:10])[N:7]([C:11]2[CH:16]=[CH:15][N:14]=[C:13]([CH3:17])[CH:12]=2)[N:6]=1)([CH3:4])([CH3:3])[CH3:2].C(=O)([O-])[O-].[K+].[K+].Cl[C:25]([O:27][C:28]1[CH:33]=[CH:32][CH:31]=[CH:30][CH:29]=1)=[O:26]. The catalyst is C(Cl)Cl. The product is [C:1]([C:5]1[CH:9]=[C:8]([NH:10][C:25](=[O:26])[O:27][C:28]2[CH:33]=[CH:32][CH:31]=[CH:30][CH:29]=2)[N:7]([C:11]2[CH:16]=[CH:15][N:14]=[C:13]([CH3:17])[CH:12]=2)[N:6]=1)([CH3:4])([CH3:3])[CH3:2]. The yield is 0.170.